This data is from Peptide-MHC class I binding affinity with 185,985 pairs from IEDB/IMGT. The task is: Regression. Given a peptide amino acid sequence and an MHC pseudo amino acid sequence, predict their binding affinity value. This is MHC class I binding data. (1) The peptide sequence is MILVPLITV. The MHC is HLA-A02:03 with pseudo-sequence HLA-A02:03. The binding affinity (normalized) is 0.639. (2) The peptide sequence is RRRKGWIPL. The MHC is HLA-B44:02 with pseudo-sequence HLA-B44:02. The binding affinity (normalized) is 0.213.